From a dataset of Catalyst prediction with 721,799 reactions and 888 catalyst types from USPTO. Predict which catalyst facilitates the given reaction. (1) Reactant: [CH2:1]([C:9]1[CH:21]=[CH:20][C:12]([CH2:13][CH2:14]CS([O-])(=O)=O)=[CH:11][CH:10]=1)[CH2:2][CH2:3][CH2:4][CH2:5][CH2:6][CH2:7][CH3:8].[I-:22].[Na+]. Product: [I:22][CH2:14][CH2:13][C:12]1[CH:20]=[CH:21][C:9]([CH2:1][CH2:2][CH2:3][CH2:4][CH2:5][CH2:6][CH2:7][CH3:8])=[CH:10][CH:11]=1. The catalyst class is: 7. (2) Reactant: [Br:1][C:2]1[CH:3]=[C:4]([N+:13]([O-])=O)[C:5]([NH:8][CH2:9][CH:10]2[CH2:12][CH2:11]2)=[N:6][CH:7]=1. Product: [Br:1][C:2]1[CH:3]=[C:4]([NH2:13])[C:5]([NH:8][CH2:9][CH:10]2[CH2:12][CH2:11]2)=[N:6][CH:7]=1. The catalyst class is: 465. (3) Reactant: [Li][CH2:2][CH2:3][CH2:4][CH3:5].O=C1[CH:12]2[CH:10]3[CH:11]2CC1[CH:9]3[C:14]1[NH:22][C:21]2[C:20](=[O:23])[N:19]([CH2:24][CH2:25][CH3:26])[C:18](=[O:27])[N:17]([CH2:28][CH2:29][CH3:30])[C:16]=2[N:15]=1. Product: [CH2:5]=[C:4]1[CH:11]2[CH:10]3[CH:12]2[CH2:2][CH:3]1[CH:9]3[C:14]1[NH:22][C:21]2[C:20](=[O:23])[N:19]([CH2:24][CH2:25][CH3:26])[C:18](=[O:27])[N:17]([CH2:28][CH2:29][CH3:30])[C:16]=2[N:15]=1. The catalyst class is: 307. (4) The catalyst class is: 5. Product: [NH2:1][C:2]1[N:7]=[C:6]([C:8]([NH2:14])=[O:9])[C:5]([O:12][CH3:13])=[N:4][CH:3]=1. Reactant: [NH2:1][C:2]1[N:7]=[C:6]([C:8](OC)=[O:9])[C:5]([O:12][CH3:13])=[N:4][CH:3]=1.[NH3:14]. (5) Reactant: [CH:1]1([C:4]2[N:9]=[C:8](Cl)[C:7]([Cl:11])=[C:6]([C:12]([O:14][CH3:15])=[O:13])[N:5]=2)[CH2:3][CH2:2]1.[NH3:16].CO. Product: [NH2:16][C:8]1[C:7]([Cl:11])=[C:6]([C:12]([O:14][CH3:15])=[O:13])[N:5]=[C:4]([CH:1]2[CH2:3][CH2:2]2)[N:9]=1. The catalyst class is: 22.